Dataset: NCI-60 drug combinations with 297,098 pairs across 59 cell lines. Task: Regression. Given two drug SMILES strings and cell line genomic features, predict the synergy score measuring deviation from expected non-interaction effect. (1) Drug 1: CCC1=CC2CC(C3=C(CN(C2)C1)C4=CC=CC=C4N3)(C5=C(C=C6C(=C5)C78CCN9C7C(C=CC9)(C(C(C8N6C)(C(=O)OC)O)OC(=O)C)CC)OC)C(=O)OC.C(C(C(=O)O)O)(C(=O)O)O. Drug 2: CN1C(=O)N2C=NC(=C2N=N1)C(=O)N. Cell line: TK-10. Synergy scores: CSS=11.8, Synergy_ZIP=-3.66, Synergy_Bliss=2.69, Synergy_Loewe=-25.9, Synergy_HSA=-0.218. (2) Drug 2: CN(CCCl)CCCl.Cl. Drug 1: C1CCC(C1)C(CC#N)N2C=C(C=N2)C3=C4C=CNC4=NC=N3. Synergy scores: CSS=81.8, Synergy_ZIP=7.06, Synergy_Bliss=6.10, Synergy_Loewe=2.40, Synergy_HSA=5.94. Cell line: SR. (3) Drug 1: CN1C(=O)N2C=NC(=C2N=N1)C(=O)N. Drug 2: CCC1(CC2CC(C3=C(CCN(C2)C1)C4=CC=CC=C4N3)(C5=C(C=C6C(=C5)C78CCN9C7C(C=CC9)(C(C(C8N6C)(C(=O)OC)O)OC(=O)C)CC)OC)C(=O)OC)O.OS(=O)(=O)O. Cell line: U251. Synergy scores: CSS=0.509, Synergy_ZIP=-1.39, Synergy_Bliss=-0.758, Synergy_Loewe=-6.35, Synergy_HSA=-3.86. (4) Drug 1: CCC1=CC2CC(C3=C(CN(C2)C1)C4=CC=CC=C4N3)(C5=C(C=C6C(=C5)C78CCN9C7C(C=CC9)(C(C(C8N6C)(C(=O)OC)O)OC(=O)C)CC)OC)C(=O)OC.C(C(C(=O)O)O)(C(=O)O)O. Drug 2: COC1=CC(=CC(=C1O)OC)C2C3C(COC3=O)C(C4=CC5=C(C=C24)OCO5)OC6C(C(C7C(O6)COC(O7)C8=CC=CS8)O)O. Cell line: SK-MEL-5. Synergy scores: CSS=24.5, Synergy_ZIP=-7.31, Synergy_Bliss=-6.66, Synergy_Loewe=-13.0, Synergy_HSA=-3.75. (5) Drug 1: CC1OCC2C(O1)C(C(C(O2)OC3C4COC(=O)C4C(C5=CC6=C(C=C35)OCO6)C7=CC(=C(C(=C7)OC)O)OC)O)O. Drug 2: C1C(C(OC1N2C=C(C(=O)NC2=O)F)CO)O. Cell line: MALME-3M. Synergy scores: CSS=11.1, Synergy_ZIP=-7.25, Synergy_Bliss=-4.41, Synergy_Loewe=-2.12, Synergy_HSA=-1.03.